From a dataset of Experimentally validated miRNA-target interactions with 360,000+ pairs, plus equal number of negative samples. Binary Classification. Given a miRNA mature sequence and a target amino acid sequence, predict their likelihood of interaction. (1) Result: 0 (no interaction). The miRNA is hsa-miR-6753-5p with sequence CACCAGGGCAGAGCAGGGCUGA. The protein sequence of the target gene is MQSRLLLLGAPGGLGDVASRRVRLLLRQVLRGRPGGDQQRLEVRLLHSGATDSGETVSIGDVSYKLKTPKNPELVPQNYISDSPAQSIVQHLRWLMQKDLLGQDVFLIGPPGPLRRSVAMQYLELTKREVEYIALSRDTTETDLKQRREIRAGTAFYIDQCAVRAATEGRTLVLEGLEKAERNVLPVLNNLLENREMQLEDGRFLMSAERYDKLLQDHTKEELDAWKIVRVSENFRVIALGLPVPRYSGNPLDPPLRSRFQARDIYFLPFQDQLKLLYSVGANVSAEKISQLLSFATTLC.... (2) The protein sequence of the target gene is MMAKNKEPRPPSYTISIVGLSGTEKDKGNCGVGKSCLCNRFVRSKADEYYPEHTSVLSTIDFGGRVVNNDHFLYWGDIIQNSEDGVECKIHVIEQTEFIDDQTFLPHRSTNLQPYIKRAAASKLQSAEKLMYICTDQLGLEQDFEQKQMPEGKLNVDGFLLCIDVSQGCNRKFDDQLKFVNNLFVQLSKSKKPVIIAATKCDECVDHYLREVQAFASNKKNLLVVETSARFNVNIETCFTALVQMLDKTRSKPKIIPYLDAYKTQRQLVVTATDKFEKLVQTVRDYHATWKTVSNKLKNH.... Result: 1 (interaction). The miRNA is hsa-miR-486-5p with sequence UCCUGUACUGAGCUGCCCCGAG.